Dataset: Forward reaction prediction with 1.9M reactions from USPTO patents (1976-2016). Task: Predict the product of the given reaction. (1) The product is: [CH:15]([N:4]1[C:3]([C:7]2[S:8][CH:9]=[CH:10][CH:11]=2)=[C:2]([I:1])[CH:6]=[N:5]1)([CH2:17][CH3:18])[CH3:16]. Given the reactants [I:1][C:2]1[C:3]([C:7]2[S:8][CH:9]=[CH:10][CH:11]=2)=[N:4][NH:5][CH:6]=1.[H-].[Na+].I[CH:15]([CH2:17][CH3:18])[CH3:16].C(N1C=C(I)C(C2SC=CC=2)=N1)(CC)C, predict the reaction product. (2) Given the reactants [ClH:1].[OH:2][C@H:3]([CH3:7])[C:4](=[NH:6])[NH2:5].[O:8]1[CH:13]=[CH:12][CH2:11][CH2:10][CH2:9]1.C(OC(C)C)(C)C, predict the reaction product. The product is: [ClH:1].[O:8]1[CH2:13][CH2:12][CH2:11][CH2:10][CH:9]1[O:2][C@H:3]([CH3:7])[C:4](=[NH:5])[NH2:6]. (3) Given the reactants [O:1]([CH2:8][C@@H:9]1[CH2:13][CH2:12][CH2:11][N:10]1C(OC(C)(C)C)=O)[C:2]1[CH:7]=[CH:6][CH:5]=[CH:4][CH:3]=1.FC(F)(F)C(O)=O.[O:28]=[C:29]1[C:37](=[O:38])[C:36]2[C:31](=[CH:32][CH:33]=[C:34]([S:39](Cl)(=[O:41])=[O:40])[CH:35]=2)[NH:30]1, predict the reaction product. The product is: [O:1]([CH2:8][C@@H:9]1[CH2:13][CH2:12][CH2:11][N:10]1[S:39]([C:34]1[CH:35]=[C:36]2[C:31](=[CH:32][CH:33]=1)[NH:30][C:29](=[O:28])[C:37]2=[O:38])(=[O:40])=[O:41])[C:2]1[CH:3]=[CH:4][CH:5]=[CH:6][CH:7]=1. (4) Given the reactants [CH3:1][C:2]1[C:3]([C:20]2[CH:25]=[CH:24][CH:23]=[C:22]([C:26]([F:29])([F:28])[F:27])[CH:21]=2)=[N:4][C:5]2[C:10]([C:11]=1[C:12]([O:14][CH3:15])=[O:13])=[CH:9][C:8]([S:16]([CH3:19])(=[O:18])=[O:17])=[CH:7][CH:6]=2.[Br:30]N1C(=O)CCC1=O.C(OOC(=O)C1C=CC=CC=1)(=O)C1C=CC=CC=1, predict the reaction product. The product is: [Br:30][CH2:1][C:2]1[C:3]([C:20]2[CH:25]=[CH:24][CH:23]=[C:22]([C:26]([F:29])([F:27])[F:28])[CH:21]=2)=[N:4][C:5]2[C:10]([C:11]=1[C:12]([O:14][CH3:15])=[O:13])=[CH:9][C:8]([S:16]([CH3:19])(=[O:17])=[O:18])=[CH:7][CH:6]=2.